This data is from Full USPTO retrosynthesis dataset with 1.9M reactions from patents (1976-2016). The task is: Predict the reactants needed to synthesize the given product. Given the product [CH2:10]([C:7]1[CH:6]=[CH:5][C:4]([NH2:1])=[CH:9][CH:8]=1)[CH2:11][CH2:12][CH2:13][CH2:14][CH2:15][CH2:16][CH3:17], predict the reactants needed to synthesize it. The reactants are: [N+:1]([C:4]1[CH:9]=[CH:8][C:7](/[CH:10]=[CH:11]/[CH2:12][CH2:13][CH2:14][CH2:15][CH2:16][CH3:17])=[CH:6][CH:5]=1)([O-])=O.